This data is from Full USPTO retrosynthesis dataset with 1.9M reactions from patents (1976-2016). The task is: Predict the reactants needed to synthesize the given product. Given the product [CH3:11][O:10]/[N:9]=[CH:8]/[C:6]1[CH2:7][N:2](/[N:1]=[CH:19]/[C:15]2[CH:14]=[N:13][CH:18]=[CH:17][CH:16]=2)[C:3](=[O:12])[NH:4][N:5]=1, predict the reactants needed to synthesize it. The reactants are: [NH2:1][N:2]1[CH2:7][C:6](/[CH:8]=[N:9]/[O:10][CH3:11])=[N:5][NH:4][C:3]1=[O:12].[N:13]1[CH:18]=[CH:17][CH:16]=[C:15]([CH:19]=O)[CH:14]=1.